Dataset: Reaction yield outcomes from USPTO patents with 853,638 reactions. Task: Predict the reaction yield, written as a fraction of the theoretical maximum amount of product (1.0 means a 100% yield; for example, 0.34 means a 34% yield). The reactants are [CH:1]([N:4]1[CH2:9][CH2:8][CH:7]([O:10][C:11]2[CH:19]=[CH:18][C:17]3[N:16]4[CH2:20][CH2:21][NH:22][C:23](=[O:24])[C:15]4=[CH:14][C:13]=3[CH:12]=2)[CH2:6][CH2:5]1)([CH3:3])[CH3:2].[H-].[Na+].[CH3:27][O:28][C:29]1[CH:36]=[CH:35][C:32]([CH2:33]Cl)=[CH:31][CH:30]=1. No catalyst specified. The product is [CH:1]([N:4]1[CH2:9][CH2:8][CH:7]([O:10][C:11]2[CH:19]=[CH:18][C:17]3[N:16]4[CH2:20][CH2:21][N:22]([CH2:33][C:32]5[CH:35]=[CH:36][C:29]([O:28][CH3:27])=[CH:30][CH:31]=5)[C:23](=[O:24])[C:15]4=[CH:14][C:13]=3[CH:12]=2)[CH2:6][CH2:5]1)([CH3:3])[CH3:2]. The yield is 0.500.